This data is from Full USPTO retrosynthesis dataset with 1.9M reactions from patents (1976-2016). The task is: Predict the reactants needed to synthesize the given product. (1) The reactants are: [OH:1][C:2]1[CH:11]=[CH:10][C:9]([NH:12][S:13]([CH3:16])(=[O:15])=[O:14])=[CH:8][C:3]=1[C:4]([O:6][CH3:7])=[O:5].Br[CH2:18][CH:19]1[CH2:21][CH2:20]1.C([O-])([O-])=O.[K+].[K+].Cl. Given the product [CH:19]1([CH2:18][N:12]([C:9]2[CH:10]=[CH:11][C:2]([OH:1])=[C:3]([CH:8]=2)[C:4]([O:6][CH3:7])=[O:5])[S:13]([CH3:16])(=[O:15])=[O:14])[CH2:21][CH2:20]1, predict the reactants needed to synthesize it. (2) Given the product [C:8]([C:5]1[CH:4]=[C:3]2[C:2](=[CH:7][CH:6]=1)[N:1]=[C:24]([CH3:25])[C:23]([C:22](=[O:27])[C:21]([F:29])([F:28])[F:20])=[C:12]2[C:14]1[CH:19]=[CH:18][CH:17]=[CH:16][CH:15]=1)([CH3:11])([CH3:10])[CH3:9], predict the reactants needed to synthesize it. The reactants are: [NH2:1][C:2]1[CH:7]=[CH:6][C:5]([C:8]([CH3:11])([CH3:10])[CH3:9])=[CH:4][C:3]=1[C:12]([C:14]1[CH:19]=[CH:18][CH:17]=[CH:16][CH:15]=1)=O.[F:20][C:21]([F:29])([F:28])[C:22](=[O:27])[CH2:23][C:24](=O)[CH3:25].C(O)(C)C. (3) Given the product [CH3:1][O:2][C:3]1[C:12]2[C:7](=[C:8]([CH3:13])[CH:9]=[CH:10][CH:11]=2)[C:6]([CH:17]=[O:18])=[CH:5][CH:4]=1, predict the reactants needed to synthesize it. The reactants are: [CH3:1][O:2][C:3]1[C:12]2[C:7](=[C:8]([CH3:13])[CH:9]=[CH:10][CH:11]=2)[CH:6]=[CH:5][CH:4]=1.CN([CH:17]=[O:18])C.O=P(Cl)(Cl)Cl.[OH-].[Na+]. (4) Given the product [ClH:31].[Cl:31][C:32]1[CH:33]=[CH:34][CH:35]=[C:36]2[C:59]=1[O:58][C:39]1([CH2:44][CH2:43][N:42]([C:45]([NH:47][C:48]3[CH:53]=[C:52]([C:54](=[O:57])[NH:55][CH3:56])[CH:51]=[CH:50][N:49]=3)=[O:46])[CH2:41][CH2:40]1)[CH2:38][CH2:37]2, predict the reactants needed to synthesize it. The reactants are: FC1C=C2C(C(=O)CC3(O2)CCN(C(NC2C=C(C(=O)NC)C=CN=2)=O)CC3)=CC=1.[Cl:31][C:32]1[CH:33]=[CH:34][CH:35]=[C:36]2[C:59]=1[O:58][C:39]1([CH2:44][CH2:43][N:42]([C:45]([NH:47][C:48]3[CH:53]=[C:52]([C:54](=[O:57])[NH:55][CH3:56])[CH:51]=[CH:50][N:49]=3)=[O:46])[CH2:41][CH2:40]1)[CH2:38][CH2:37]2. (5) Given the product [CH2:17]([O:19][C:20](=[O:24])[CH2:21][CH2:22][NH:23][C:2]1[N:3]=[C:4]([N:12]([O:13][CH3:14])[CH3:15])[N:5]=[C:6]([NH:8][CH2:9][C:10]#[CH:11])[N:7]=1)[CH3:18], predict the reactants needed to synthesize it. The reactants are: Cl[C:2]1[N:7]=[C:6]([NH:8][CH2:9][C:10]#[CH:11])[N:5]=[C:4]([N:12]([CH3:15])[O:13][CH3:14])[N:3]=1.Cl.[CH2:17]([O:19][C:20](=[O:24])[CH2:21][CH2:22][NH2:23])[CH3:18].C(N(CC)C(C)C)(C)C.C([O-])(O)=O.[Na+]. (6) Given the product [I:5][C:6]1[CH:14]=[CH:13][CH:12]=[CH:11][C:7]=1[C:8]([NH:16][CH3:15])=[O:9], predict the reactants needed to synthesize it. The reactants are: S(Cl)(Cl)=O.[I:5][C:6]1[CH:14]=[CH:13][CH:12]=[CH:11][C:7]=1[C:8](O)=[O:9].[CH3:15][NH2:16]. (7) Given the product [C:1]([O:5][C:6](=[O:7])[NH:8][C@@H:9]([CH2:28][C:29]1[CH:34]=[CH:33][CH:32]=[CH:31][CH:30]=1)[C@@H:10]([OH:27])[C@@H:11]([NH:15][CH2:16][C:17]1[CH:22]=[CH:21][C:20]([O:23][CH3:24])=[C:19]([O:25][CH3:26])[CH:18]=1)[C:12](=[O:14])[NH:35][C@H:36]([C:37](=[O:38])[NH:39][CH2:40][C:41]1[CH:46]=[CH:45][C:44]([O:47][CH3:48])=[CH:43][C:42]=1[OH:49])[CH:50]([CH3:52])[CH3:51])([CH3:4])([CH3:3])[CH3:2], predict the reactants needed to synthesize it. The reactants are: [C:1]([O:5][C:6]([NH:8][C@@H:9]([CH2:28][C:29]1[CH:34]=[CH:33][CH:32]=[CH:31][CH:30]=1)[C@@H:10]([OH:27])[C@@H:11]([NH:15][CH2:16][C:17]1[CH:22]=[CH:21][C:20]([O:23][CH3:24])=[C:19]([O:25][CH3:26])[CH:18]=1)[C:12]([OH:14])=O)=[O:7])([CH3:4])([CH3:3])[CH3:2].[NH2:35][C@@H:36]([CH:50]([CH3:52])[CH3:51])[C:37]([NH:39][CH2:40][C:41]1[CH:46]=[CH:45][C:44]([O:47][CH3:48])=[CH:43][C:42]=1[OH:49])=[O:38]. (8) The reactants are: [CH3:1][N:2]1[C:11]2[C:6](=[C:7]([N+:16]([O-])=O)[C:8]([F:15])=[C:9]([F:14])[C:10]=2[O:12][CH3:13])[C:5](=[O:19])[C:4]([C:20]([O:22][CH2:23][CH3:24])=[O:21])=[CH:3]1. Given the product [NH2:16][C:7]1[C:8]([F:15])=[C:9]([F:14])[C:10]([O:12][CH3:13])=[C:11]2[C:6]=1[C:5](=[O:19])[C:4]([C:20]([O:22][CH2:23][CH3:24])=[O:21])=[CH:3][N:2]2[CH3:1], predict the reactants needed to synthesize it.